This data is from Forward reaction prediction with 1.9M reactions from USPTO patents (1976-2016). The task is: Predict the product of the given reaction. (1) Given the reactants [OH:1][CH:2]1[C:11]2[C:6](=[CH:7][CH:8]=[CH:9][CH:10]=2)[S:5][C:4]2([CH2:16][CH2:15][N:14]([C:17]([C:19]3[CH:24]=[CH:23][C:22]([O:25][CH:26]([CH3:28])[CH3:27])=[C:21]([O:29][CH3:30])[CH:20]=3)=[O:18])[CH2:13][CH2:12]2)[CH2:3]1.[CH3:31][CH:32](O)[CH3:33].Cl.C([O-])(O)=O.[Na+], predict the reaction product. The product is: [CH:26]([O:25][C:22]1[CH:23]=[CH:24][C:19]([C:17]([N:14]2[CH2:15][CH2:16][C:4]3([CH2:3][CH:2]([O:1][CH:32]([CH3:33])[CH3:31])[C:11]4[C:6](=[CH:7][CH:8]=[CH:9][CH:10]=4)[S:5]3)[CH2:12][CH2:13]2)=[O:18])=[CH:20][C:21]=1[O:29][CH3:30])([CH3:27])[CH3:28]. (2) Given the reactants [Br:1][C:2]1[CH:3]=[C:4]([C:12]([OH:14])=[O:13])[C:5]2[C:10]([CH:11]=1)=[CH:9][CH:8]=[CH:7][CH:6]=2.[CH3:15]O, predict the reaction product. The product is: [Br:1][C:2]1[CH:3]=[C:4]([C:12]([O:14][CH3:15])=[O:13])[C:5]2[C:10]([CH:11]=1)=[CH:9][CH:8]=[CH:7][CH:6]=2. (3) Given the reactants [Br:1][C:2]1[CH:3]=[CH:4][C:5]([C:8]([OH:10])=O)=[N:6][CH:7]=1.[CH3:11][C:12]1[C:13]([N:19]2[CH2:24][CH2:23][NH:22][CH2:21][CH2:20]2)=[N:14][CH:15]=[C:16]([CH3:18])[CH:17]=1, predict the reaction product. The product is: [Br:1][C:2]1[CH:3]=[CH:4][C:5]([C:8]([N:22]2[CH2:23][CH2:24][N:19]([C:13]3[C:12]([CH3:11])=[CH:17][C:16]([CH3:18])=[CH:15][N:14]=3)[CH2:20][CH2:21]2)=[O:10])=[N:6][CH:7]=1. (4) Given the reactants C([O-])([O-])=O.[Cs+].[Cs+].[CH2:7]([O:14][C:15](=[O:35])[NH:16][CH:17]1[CH2:29][C:28]2[C:27]3[C:22](=[CH:23][CH:24]=[C:25]([O:30][C:31]([F:34])([F:33])[F:32])[CH:26]=3)[NH:21][C:20]=2[CH2:19][CH2:18]1)[C:8]1[CH:13]=[CH:12][CH:11]=[CH:10][CH:9]=1.Br[CH2:37][C:38]1[CH:43]=[CH:42][CH:41]=[C:40]([F:44])[N:39]=1, predict the reaction product. The product is: [CH2:7]([O:14][C:15](=[O:35])[NH:16][CH:17]1[CH2:29][C:28]2[C:27]3[C:22](=[CH:23][CH:24]=[C:25]([O:30][C:31]([F:34])([F:32])[F:33])[CH:26]=3)[N:21]([CH2:37][C:38]3[CH:43]=[CH:42][CH:41]=[C:40]([F:44])[N:39]=3)[C:20]=2[CH2:19][CH2:18]1)[C:8]1[CH:9]=[CH:10][CH:11]=[CH:12][CH:13]=1. (5) Given the reactants [C:1]([C:3]1[C:8]([CH3:9])=[CH:7][CH:6]=[CH:5][C:4]=1[S:10]([NH2:13])(=[O:12])=[O:11])#[N:2].CO[CH:16]1[CH2:20][CH2:19][CH:18](OC)O1.O, predict the reaction product. The product is: [CH3:9][C:8]1[CH:7]=[CH:6][CH:5]=[C:4]([S:10]([N:13]2[CH:16]=[CH:20][CH:19]=[CH:18]2)(=[O:12])=[O:11])[C:3]=1[C:1]#[N:2]. (6) Given the reactants [C:1](OC(=O)C)(=[O:3])[CH3:2].[O:8]1[C:12]2([CH2:17][CH2:16][N:15]([CH2:18][CH2:19][C:20]3[CH:29]=[C:28]4[C:23]([CH2:24][CH2:25][CH2:26][NH:27]4)=[CH:22][C:21]=3[O:30][CH3:31])[CH2:14][CH2:13]2)[O:11][CH2:10][CH2:9]1, predict the reaction product. The product is: [C:1]([N:27]1[C:28]2[C:23](=[CH:22][C:21]([O:30][CH3:31])=[C:20]([CH2:19][CH2:18][N:15]3[CH2:14][CH2:13][C:12]4([O:11][CH2:10][CH2:9][O:8]4)[CH2:17][CH2:16]3)[CH:29]=2)[CH2:24][CH2:25][CH2:26]1)(=[O:3])[CH3:2].